From a dataset of Catalyst prediction with 721,799 reactions and 888 catalyst types from USPTO. Predict which catalyst facilitates the given reaction. Reactant: [S:1]1[C:5]2[NH:6][C:7]([C:9]([O:11][CH2:12][CH3:13])=[O:10])=[CH:8][C:4]=2[CH:3]=[CH:2]1.CCCC[N+](CCCC)(CCCC)CCCC.[F-].[Br:32]N1C(=O)CCC1=O.CCOC(C)=O. Product: [Br:32][C:8]1[C:4]2[CH:3]=[CH:2][S:1][C:5]=2[NH:6][C:7]=1[C:9]([O:11][CH2:12][CH3:13])=[O:10]. The catalyst class is: 4.